This data is from Full USPTO retrosynthesis dataset with 1.9M reactions from patents (1976-2016). The task is: Predict the reactants needed to synthesize the given product. (1) Given the product [F:7][CH2:8][CH2:9][O:10][C:11]1[CH:18]=[CH:17][CH:16]=[CH:15][C:12]=1[CH2:13][NH2:14], predict the reactants needed to synthesize it. The reactants are: [H-].[H-].[H-].[H-].[Li+].[Al+3].[F:7][CH2:8][CH2:9][O:10][C:11]1[CH:18]=[CH:17][CH:16]=[CH:15][C:12]=1[C:13]#[N:14]. (2) Given the product [Cl:12][C:13]1[N:18]=[C:17]([NH:7][C:5]2[N:4]=[CH:3][N:2]([CH3:1])[CH:6]=2)[CH:16]=[C:15]([Cl:20])[N:14]=1, predict the reactants needed to synthesize it. The reactants are: [CH3:1][N:2]1[CH:6]=[C:5]([N+:7]([O-])=O)[N:4]=[CH:3]1.[H][H].[Cl:12][C:13]1[N:18]=[C:17](Cl)[CH:16]=[C:15]([Cl:20])[N:14]=1.